This data is from Full USPTO retrosynthesis dataset with 1.9M reactions from patents (1976-2016). The task is: Predict the reactants needed to synthesize the given product. (1) Given the product [CH3:10][C:8]1[CH:9]=[C:2]2[C:3]([CH:4]=[C:14]([C:15]([O:17][CH2:18][CH3:19])=[O:16])[CH:13]([C:12]([F:11])([F:21])[F:20])[O:1]2)=[CH:6][CH:7]=1, predict the reactants needed to synthesize it. The reactants are: [OH:1][C:2]1[CH:9]=[C:8]([CH3:10])[CH:7]=[CH:6][C:3]=1[CH:4]=O.[F:11][C:12]([F:21])([F:20])/[CH:13]=[CH:14]/[C:15]([O:17][CH2:18][CH3:19])=[O:16].CCN(CC)CC.C([O-])([O-])=O.[K+].[K+]. (2) The reactants are: [CH3:1][O:2][C:3]([C:5]1[CH:29]=[CH:28][C:8]2[N:9]=[C:10]([C:12]3[C:17]([CH3:18])=[CH:16][C:15](OS(C(F)(F)F)(=O)=O)=[CH:14][C:13]=3[CH3:27])[NH:11][C:7]=2[CH:6]=1)=[O:4].[NH:30]1[CH2:35][CH2:34][O:33][CH2:32][CH2:31]1.[O-]P([O-])([O-])=O.[K+].[K+].[K+]. Given the product [CH3:1][O:2][C:3]([C:5]1[CH:29]=[CH:28][C:8]2[N:9]=[C:10]([C:12]3[C:13]([CH3:27])=[CH:14][C:15]([N:30]4[CH2:35][CH2:34][O:33][CH2:32][CH2:31]4)=[CH:16][C:17]=3[CH3:18])[NH:11][C:7]=2[CH:6]=1)=[O:4], predict the reactants needed to synthesize it. (3) Given the product [Cl:17][C:16]1[C:9]2[S:3][C:4]([C:5]([OH:7])=[O:6])=[CH:11][C:10]=2[CH:13]=[CH:14][CH:15]=1, predict the reactants needed to synthesize it. The reactants are: [OH-].[K+].[SH:3][CH2:4][C:5]([OH:7])=[O:6].Cl[C:9]1[C:16]([Cl:17])=[CH:15][CH:14]=[CH:13][C:10]=1[CH:11]=O.